From a dataset of Full USPTO retrosynthesis dataset with 1.9M reactions from patents (1976-2016). Predict the reactants needed to synthesize the given product. Given the product [OH:29][C@@H:24]1[C@@H:23]([N:13]2[C:12](=[O:30])[C:11]3[C:16](=[C:17]4[CH:22]=[CH:21][CH:20]=[CH:19][C:18]4=[C:9]([CH2:8][C:5]4[CH:6]=[N:7][C:2]([N:31]5[CH:35]=[CH:34][CH:33]=[N:32]5)=[CH:3][CH:4]=4)[CH:10]=3)[N:15]=[CH:14]2)[CH2:28][CH2:27][O:26][CH2:25]1, predict the reactants needed to synthesize it. The reactants are: Cl[C:2]1[N:7]=[CH:6][C:5]([CH2:8][C:9]2[CH:10]=[C:11]3[C:16](=[C:17]4[CH:22]=[CH:21][CH:20]=[CH:19][C:18]=24)[N:15]=[CH:14][N:13]([C@H:23]2[CH2:28][CH2:27][O:26][CH2:25][C@@H:24]2[OH:29])[C:12]3=[O:30])=[CH:4][CH:3]=1.[NH:31]1[CH:35]=[CH:34][CH:33]=[N:32]1.C(=O)([O-])[O-].[K+].[K+].CN(C)[C@@H]1CCCC[C@H]1N.CN[C@@H]1CCCC[C@H]1NC.